From a dataset of Full USPTO retrosynthesis dataset with 1.9M reactions from patents (1976-2016). Predict the reactants needed to synthesize the given product. (1) Given the product [CH:17]1([N:14]2[CH2:13][CH2:12][C:10]3([CH2:9][NH:8][CH2:11]3)[CH2:16][CH2:15]2)[CH2:19][CH2:18]1.[ClH:20], predict the reactants needed to synthesize it. The reactants are: C(OC([N:8]1[CH2:11][C:10]2([CH2:16][CH2:15][N:14]([CH:17]3[CH2:19][CH2:18]3)[CH2:13][CH2:12]2)[CH2:9]1)=O)(C)(C)C.[ClH:20]. (2) Given the product [CH2:23]([O:30][C:31](=[O:37])[NH:32][CH:33]1[CH2:36][N:35]([C:2]2[C:11]3[C:6](=[CH:7][CH:8]=[C:9]([O:12][CH3:13])[N:10]=3)[N:5]=[CH:4][C:3]=2[F:14])[CH2:34]1)[C:24]1[CH:29]=[CH:28][CH:27]=[CH:26][CH:25]=1, predict the reactants needed to synthesize it. The reactants are: Br[C:2]1[C:3]([F:14])=[CH:4][N:5]=[C:6]2[C:11]=1[N:10]=[C:9]([O:12][CH3:13])[CH:8]=[CH:7]2.[O-]P([O-])([O-])=O.[K+].[K+].[K+].[CH2:23]([O:30][C:31](=[O:37])[NH:32][CH:33]1[CH2:36][NH:35][CH2:34]1)[C:24]1[CH:29]=[CH:28][CH:27]=[CH:26][CH:25]=1.